This data is from Full USPTO retrosynthesis dataset with 1.9M reactions from patents (1976-2016). The task is: Predict the reactants needed to synthesize the given product. (1) Given the product [F:1][C:2]1[C:7]([F:8])=[CH:6][CH:5]=[CH:4][C:3]=1[CH2:9][S:10][C:11]1[N:16]=[C:15]([NH:17][S:18]([N:21]2[CH2:24][CH2:23][CH2:22]2)(=[O:20])=[O:19])[CH:14]=[C:13]([O:25][C@H:26]([CH3:27])[C@@H:28]([OH:29])[CH2:32][OH:31])[N:12]=1, predict the reactants needed to synthesize it. The reactants are: [F:1][C:2]1[C:7]([F:8])=[CH:6][CH:5]=[CH:4][C:3]=1[CH2:9][S:10][C:11]1[N:16]=[C:15]([NH:17][S:18]([N:21]2[CH2:24][CH2:23][CH2:22]2)(=[O:20])=[O:19])[CH:14]=[C:13]([O:25][C@@H:26]([C@@H:28]2[CH2:32][O:31]C(C)(C)[O:29]2)[CH3:27])[N:12]=1.C(=O)(O)[O-].[Na+]. (2) Given the product [C:52]([NH:1][C:2]1[CH:10]=[CH:9][C:8]([S:11]([C:14]2[CH:19]=[CH:18][C:17]([CH2:20][CH2:21][N:22]([C:39]([O:41][C:42]([CH3:44])([CH3:43])[CH3:45])=[O:40])[CH2:23][C@@H:24]([C:32]3[CH:37]=[CH:36][CH:35]=[C:34]([Cl:38])[CH:33]=3)[OH:25])=[CH:16][CH:15]=2)(=[O:13])=[O:12])=[CH:7][C:3]=1[C:4]([OH:6])=[O:5])(=[O:59])[C:53]1[CH:58]=[CH:57][CH:56]=[CH:55][CH:54]=1, predict the reactants needed to synthesize it. The reactants are: [NH2:1][C:2]1[CH:10]=[CH:9][C:8]([S:11]([C:14]2[CH:19]=[CH:18][C:17]([CH2:20][CH2:21][N:22]([C:39]([O:41][C:42]([CH3:45])([CH3:44])[CH3:43])=[O:40])[CH2:23][C@@H:24]([C:32]3[CH:37]=[CH:36][CH:35]=[C:34]([Cl:38])[CH:33]=3)[O:25]C3CCCCO3)=[CH:16][CH:15]=2)(=[O:13])=[O:12])=[CH:7][C:3]=1[C:4]([OH:6])=[O:5].N1C=CC=CC=1.[C:52](Cl)(=[O:59])[C:53]1[CH:58]=[CH:57][CH:56]=[CH:55][CH:54]=1.Cl. (3) The reactants are: [Cl:1][C:2]1[N:11]=[C:10]2[C:5]([CH:6]=[CH:7][C:8](=[O:28])[N:9]2[CH2:12][CH2:13][N:14]2[CH2:19][CH2:18][CH:17]([NH:20]C(=O)OC(C)(C)C)[CH2:16][CH2:15]2)=[CH:4][CH:3]=1.FC(F)(F)C(O)=O.NC1CCN(CCN2C3C=C(OC)C=CC=3COC2=O)CC1. Given the product [NH2:20][CH:17]1[CH2:16][CH2:15][N:14]([CH2:13][CH2:12][N:9]2[C:10]3[C:5](=[CH:4][CH:3]=[C:2]([Cl:1])[N:11]=3)[CH:6]=[CH:7][C:8]2=[O:28])[CH2:19][CH2:18]1, predict the reactants needed to synthesize it. (4) Given the product [F:8][C:6]1[CH:5]=[C:4]([CH2:9][C:10]([NH:12][C@H:13]([C:15]([NH:19][C@@H:20]([CH2:25][CH2:26][CH3:27])[C:21]([O:23][CH3:24])=[O:22])=[O:17])[CH3:14])=[O:11])[CH:3]=[C:2]([F:1])[CH:7]=1, predict the reactants needed to synthesize it. The reactants are: [F:1][C:2]1[CH:3]=[C:4]([CH2:9][C:10]([NH:12][C@H:13]([C:15]([OH:17])=O)[CH3:14])=[O:11])[CH:5]=[C:6]([F:8])[CH:7]=1.Cl.[NH2:19][C@@H:20]([CH2:25][CH2:26][CH3:27])[C:21]([O:23][CH3:24])=[O:22]. (5) The reactants are: F[C:2]1[CH:7]=[C:6]([C:8]2[N:9]([CH3:22])[C:10]([S:20][CH3:21])=[N:11][C:12]=2[C:13]2[CH:18]=[CH:17][C:16]([F:19])=[CH:15][CH:14]=2)[CH:5]=[CH:4][N:3]=1.[NH2:23][C@H:24]1[CH2:29][CH2:28][C@H:27]([OH:30])[CH2:26][CH2:25]1. Given the product [F:19][C:16]1[CH:17]=[CH:18][C:13]([C:12]2[N:11]=[C:10]([S:20][CH3:21])[N:9]([CH3:22])[C:8]=2[C:6]2[CH:5]=[CH:4][N:3]=[C:2]([NH:23][CH:24]3[CH2:29][CH2:28][CH:27]([OH:30])[CH2:26][CH2:25]3)[CH:7]=2)=[CH:14][CH:15]=1, predict the reactants needed to synthesize it. (6) Given the product [NH2:11][C:10]1[C:5]2[N:4]=[CH:3][N:2]([CH3:1])[C:6]=2[C:7]([C:12]#[N:22])=[CH:8][CH:9]=1, predict the reactants needed to synthesize it. The reactants are: [CH3:1][N:2]1[C:6]2[CH:7]=[CH:8][CH:9]=[C:10]([NH2:11])[C:5]=2[N:4]=[CH:3]1.[C:12]1([NH:22]C(=O)C)C2CCCCC=2C=CC=1.Cl.NC1C2CCCCC=2C(C#N)=CC=1. (7) Given the product [N:21]1[CH:26]=[CH:25][CH:24]=[C:23]([C:2]2[CH:3]=[CH:4][N:5]3[C:10]([C:11]=2[CH3:12])=[C:9]([CH:13]2[CH2:15][CH2:14]2)[CH:8]=[C:7]([C:16]([O:18][CH3:19])=[O:17])[C:6]3=[O:20])[CH:22]=1, predict the reactants needed to synthesize it. The reactants are: Cl[C:2]1[CH:3]=[CH:4][N:5]2[C:10]([C:11]=1[CH3:12])=[C:9]([CH:13]1[CH2:15][CH2:14]1)[CH:8]=[C:7]([C:16]([O:18][CH3:19])=[O:17])[C:6]2=[O:20].[N:21]1[CH:26]=[CH:25][CH:24]=[C:23](B(O)O)[CH:22]=1. (8) Given the product [OH:8][CH2:9][C:10]1[C:11]([C:16]2[N:24]([CH2:26][C:27]([O:29][CH2:30][CH3:31])=[O:28])[N:19]=[CH:18][CH:17]=2)=[N:12][CH:13]=[CH:14][CH:15]=1, predict the reactants needed to synthesize it. The reactants are: [Si]([O:8][CH2:9][C:10]1[C:11]([C:16](=O)/[CH:17]=[CH:18]/[N:19](C)C)=[N:12][CH:13]=[CH:14][CH:15]=1)(C(C)(C)C)(C)C.Cl.[NH:24]([CH2:26][C:27]([O:29][CH2:30][CH3:31])=[O:28])N.Cl. (9) Given the product [Cl:1][C:2]1[CH:3]=[CH:4][C:5]([O:10][CH2:11][C:12]([N:14]2[CH2:19][C@H:18]([CH3:20])[N:17]([CH2:21][C:22]3[CH:27]=[CH:26][C:25]([F:28])=[CH:24][CH:23]=3)[CH2:16][C@H:15]2[CH3:29])=[O:13])=[C:6]([CH2:7][OH:8])[CH:9]=1, predict the reactants needed to synthesize it. The reactants are: [Cl:1][C:2]1[CH:3]=[CH:4][C:5]([O:10][CH2:11][C:12]([N:14]2[CH2:19][C@H:18]([CH3:20])[N:17]([CH2:21][C:22]3[CH:27]=[CH:26][C:25]([F:28])=[CH:24][CH:23]=3)[CH2:16][C@H:15]2[CH3:29])=[O:13])=[C:6]([CH:9]=1)[CH:7]=[O:8].[BH4-].[Na+].[OH-].[Na+]. (10) Given the product [CH3:3][C:4]1[CH:9]=[CH:8][C:7]([S:10]([O:13][CH2:14][CH:15]2[O:20][C:19]3[C:21]4[NH:26][C:27](=[O:28])[NH:25][C:22]=4[CH:23]=[CH:24][C:18]=3[O:17][CH2:16]2)(=[O:12])=[O:11])=[CH:6][CH:5]=1, predict the reactants needed to synthesize it. The reactants are: Cl.Cl.[CH3:3][C:4]1[CH:9]=[CH:8][C:7]([S:10]([O:13][CH2:14][C@@H:15]2[O:20][C:19]3[C:21]([NH2:26])=[C:22]([NH2:25])[CH:23]=[CH:24][C:18]=3[O:17][CH2:16]2)(=[O:12])=[O:11])=[CH:6][CH:5]=1.[C:27](C1NC=CN=1)(C1NC=CN=1)=[O:28].C(N(C(C)C)CC)(C)C.